From a dataset of Forward reaction prediction with 1.9M reactions from USPTO patents (1976-2016). Predict the product of the given reaction. (1) Given the reactants [C:1]([O:5][C:6]([C:8]1[C:23]([F:24])=[CH:22][C:11]([O:12][CH2:13][C:14]2([CH3:21])[CH2:17][N:16](C([O-])=O)[CH2:15]2)=[C:10]([CH:25]2[CH2:27][CH2:26]2)[CH:9]=1)=[O:7])([CH3:4])([CH3:3])[CH3:2].O.C1(C)C=CC(S(O)(=O)=O)=CC=1.C(OC(C)(C)C)(=O)C.C([O-])([O-])=O.[K+].[K+], predict the reaction product. The product is: [CH:25]1([C:10]2[C:11]([O:12][CH2:13][C:14]3([CH3:21])[CH2:15][NH:16][CH2:17]3)=[CH:22][C:23]([F:24])=[C:8]([CH:9]=2)[C:6]([O:5][C:1]([CH3:3])([CH3:4])[CH3:2])=[O:7])[CH2:26][CH2:27]1. (2) Given the reactants [Cl:1][C:2]1[C:23]([Cl:24])=[CH:22][C:21]2[C:4](=[CH:5][C:6]3[C@@H:7]([S:36][CH2:37][CH2:38][C:39]4[CH:44]=[CH:43][CH:42]=[CH:41][CH:40]=4)[C:8]4[C:17]([C@H:18]([S:25][CH2:26][CH2:27][C:28]5[CH:33]=[CH:32][CH:31]=[CH:30][CH:29]=5)[C:19]=3[CH:20]=2)=[CH:16][C:15]2[C:10](=[CH:11][C:12]([Cl:35])=[C:13]([Cl:34])[CH:14]=2)[CH:9]=4)[CH:3]=1.ClC1C(=O)C(Cl)=C(Cl)C(=O)C=1Cl.C(=O)([O-])[O-].[K+].[K+], predict the reaction product. The product is: [Cl:24][C:23]1[C:2]([Cl:1])=[CH:3][C:4]2[C:21](=[CH:20][C:19]3[C:6]([CH:5]=2)=[C:7]([S:36][CH2:37][CH2:38][C:39]2[CH:40]=[CH:41][CH:42]=[CH:43][CH:44]=2)[C:8]2[C:17](=[CH:16][C:15]4[C:10]([CH:9]=2)=[CH:11][C:12]([Cl:35])=[C:13]([Cl:34])[CH:14]=4)[C:18]=3[S:25][CH2:26][CH2:27][C:28]2[CH:33]=[CH:32][CH:31]=[CH:30][CH:29]=2)[CH:22]=1. (3) Given the reactants C(OC([NH:8][C:9]1[CH:14]=[CH:13][CH:12]=[CH:11][C:10]=1[N:15]([CH:29]1[CH2:34][CH2:33][CH2:32][CH2:31][CH2:30]1)[CH2:16][C@@H:17]([NH:22][C:23](=[O:28])[C:24]([F:27])([F:26])[F:25])[C:18](OC)=[O:19])=O)(C)(C)C.Cl, predict the reaction product. The product is: [CH:29]1([N:15]2[CH2:16][C@@H:17]([NH:22][C:23](=[O:28])[C:24]([F:25])([F:27])[F:26])[C:18](=[O:19])[NH:8][C:9]3[CH:14]=[CH:13][CH:12]=[CH:11][C:10]2=3)[CH2:30][CH2:31][CH2:32][CH2:33][CH2:34]1. (4) Given the reactants Cl[C:2]1[C:3]([F:18])=[C:4]([C@H:8]([NH:10][C:11](=[O:17])[O:12][C:13]([CH3:16])([CH3:15])[CH3:14])[CH3:9])[CH:5]=[CH:6][CH:7]=1.[B:19]1([B:19]2[O:23][C:22]([CH3:25])([CH3:24])[C:21]([CH3:27])([CH3:26])[O:20]2)[O:23][C:22]([CH3:25])([CH3:24])[C:21]([CH3:27])([CH3:26])[O:20]1.C([O-])(=O)C.[K+], predict the reaction product. The product is: [F:18][C:3]1[C:2]([B:19]2[O:23][C:22]([CH3:25])([CH3:24])[C:21]([CH3:27])([CH3:26])[O:20]2)=[CH:7][CH:6]=[CH:5][C:4]=1[C@H:8]([NH:10][C:11](=[O:17])[O:12][C:13]([CH3:16])([CH3:15])[CH3:14])[CH3:9]. (5) The product is: [Cl:1][C:2]1[CH:3]=[C:4]([S:8]([NH:11][C:12]2[CH:20]=[CH:19][C:15]([C:16]([O:18][CH2:22][CH2:23][CH3:24])=[O:17])=[C:14]([OH:21])[CH:13]=2)(=[O:9])=[O:10])[S:5][C:6]=1[Cl:7]. Given the reactants [Cl:1][C:2]1[CH:3]=[C:4]([S:8]([NH:11][C:12]2[CH:20]=[CH:19][C:15]([C:16]([OH:18])=[O:17])=[C:14]([OH:21])[CH:13]=2)(=[O:10])=[O:9])[S:5][C:6]=1[Cl:7].[CH2:22](O)[CH2:23][CH3:24], predict the reaction product.